This data is from Forward reaction prediction with 1.9M reactions from USPTO patents (1976-2016). The task is: Predict the product of the given reaction. (1) Given the reactants [CH2:1]([N:3]=[C:4]=[O:5])[CH3:2].[OH:6][N:7]1[C:12]([CH3:14])([CH3:13])[CH2:11][CH:10]([OH:15])[CH2:9][C:8]1([CH3:17])[CH3:16], predict the reaction product. The product is: [CH2:1]([NH:3][C:4](=[O:5])[O:15][CH:10]1[CH2:11][C:12]([CH3:13])([CH3:14])[N:7]([O:6][C:4](=[O:5])[NH:3][CH2:1][CH3:2])[C:8]([CH3:17])([CH3:16])[CH2:9]1)[CH3:2]. (2) The product is: [ClH:26].[NH2:35][C:32]1[CH:31]=[CH:30][C:29]([CH2:28][NH:27][C:20](=[O:23])[C:14]2[CH:19]=[CH:18][C:9]([O:8][CH2:6][CH:5]3[CH2:10][CH2:11][CH2:2][CH2:3][CH2:4]3)=[CH:16][CH:15]=2)=[CH:34][CH:33]=1. Given the reactants O[C:2]1[CH:11]=[CH:10][C:5]([C:6]([O:8][CH3:9])=O)=[CH:4][CH:3]=1.BrC[CH:14]1[CH2:19][CH2:18]C[CH2:16][CH2:15]1.[C:20]([O-:23])([O-])=O.[K+].[K+].[ClH:26].[NH2:27][CH2:28][C:29]1[CH:34]=[CH:33][C:32]([NH:35]C(OC(C)(C)C)=O)=[CH:31][CH:30]=1.C1CCC(N=C=NC2CCCCC2)CC1.C1C=CC2N(O)N=NC=2C=1, predict the reaction product. (3) The product is: [F:20][C:21]([F:34])([F:33])[S:22]([O:1][C:2]1[CH:11]=[C:10]2[C:5]([CH:6]=[C:7]([CH:12]=[O:13])[CH2:8][O:9]2)=[CH:4][CH:3]=1)(=[O:24])=[O:23]. Given the reactants [OH:1][C:2]1[CH:11]=[C:10]2[C:5]([CH:6]=[C:7]([CH:12]=[O:13])[CH2:8][O:9]2)=[CH:4][CH:3]=1.N1C=CC=CC=1.[F:20][C:21]([F:34])([F:33])[S:22](O[S:22]([C:21]([F:34])([F:33])[F:20])(=[O:24])=[O:23])(=[O:24])=[O:23].O, predict the reaction product. (4) The product is: [C:22]([O:26][C:27]([C:2]1[S:3][CH:4]=[C:5]([C:7](=[O:13])[C:8]([O:10][CH2:11][CH3:12])=[O:9])[N:6]=1)=[O:28])([CH3:25])([CH3:24])[CH3:23]. Given the reactants N[C:2]1[S:3][CH:4]=[C:5]([C:7](=[O:13])[C:8]([O:10][CH2:11][CH3:12])=[O:9])[N:6]=1.CN(C)CCN(C)C.[C:22]([O:26][C:27](O[C:27]([O:26][C:22]([CH3:25])([CH3:24])[CH3:23])=[O:28])=[O:28])([CH3:25])([CH3:24])[CH3:23], predict the reaction product. (5) Given the reactants Cl.[S:2]1[C:6]2[CH:7]=[CH:8][CH:9]=[CH:10][C:5]=2[CH:4]=[C:3]1[C:11]([NH:13][C:14]1([C:20]([NH:22][CH:23]2[CH2:28][CH2:27][NH:26][CH2:25][CH:24]2[OH:29])=[O:21])[CH2:19][CH2:18][CH2:17][CH2:16][CH2:15]1)=[O:12].Br[C:31]1[CH:36]=[C:35]([C:37]([F:40])([F:39])[F:38])[CH:34]=[CH:33][C:32]=1[Cl:41], predict the reaction product. The product is: [S:2]1[C:6]2[CH:7]=[CH:8][CH:9]=[CH:10][C:5]=2[CH:4]=[C:3]1[C:11]([NH:13][C:14]1([C:20]([NH:22][CH:23]2[CH2:28][CH2:27][N:26]([C:31]3[CH:36]=[C:35]([C:37]([F:39])([F:40])[F:38])[CH:34]=[CH:33][C:32]=3[Cl:41])[CH2:25][C:24]2=[O:29])=[O:21])[CH2:19][CH2:18][CH2:17][CH2:16][CH2:15]1)=[O:12]. (6) Given the reactants [H-].[Na+].[N+:3]([C:6]1[CH:20]=[CH:19][C:9]([CH2:10]P(=O)(OCC)OCC)=[CH:8][CH:7]=1)([O-:5])=[O:4].[F:21][C:22]1[CH:23]=[C:24]([CH:27]=[CH:28][CH:29]=1)[CH:25]=O.C(OCC)(=O)C, predict the reaction product. The product is: [F:21][C:22]1[CH:29]=[CH:28][CH:27]=[C:24](/[CH:25]=[CH:10]/[C:9]2[CH:8]=[CH:7][C:6]([N+:3]([O-:5])=[O:4])=[CH:20][CH:19]=2)[CH:23]=1. (7) Given the reactants [CH2:1]([CH:4]([NH:8][C:9]([NH:11][CH:12]([CH2:16][CH2:17][CH3:18])[CH2:13][CH2:14][CH3:15])=[O:10])[CH2:5][CH2:6][CH3:7])[CH2:2][CH3:3].[C:19](N1C=CN=C1)(N1C=CN=C1)=[O:20].CCCC(N)CCC.C(C(N(C(CCC)CCC)C(N)=[O:48])CCC)CC.[C:57](Cl)(=[O:62])[CH2:58][C:59](Cl)=[O:60].[CH3:64][N:65](C)[CH:66]=[O:67], predict the reaction product. The product is: [OH:62][C:57]1[N:11]([CH:12]([CH2:16][CH2:17][CH3:18])[CH2:13][CH2:14][CH3:15])[C:9](=[O:10])[N:8]([CH:4]([CH2:5][CH2:6][CH3:7])[CH2:1][CH2:2][CH3:3])[C:59](=[O:60])[C:58]=1[C:66]([NH:65][CH2:64][C:19]([OH:20])=[O:48])=[O:67]. (8) Given the reactants [Br:1][C:2]1[CH:7]=[C:6]([Cl:8])[CH:5]=[C:4]([F:9])[C:3]=1[C:10]1[NH:14][N:13]=[N:12][N:11]=1.[C:15](=O)([O-])[O-].[K+].[K+].IC, predict the reaction product. The product is: [Br:1][C:2]1[CH:7]=[C:6]([Cl:8])[CH:5]=[C:4]([F:9])[C:3]=1[C:10]1[N:11]=[N:12][N:13]([CH3:15])[N:14]=1. (9) Given the reactants [ClH:1].Cl.[C:3]1([NH2:11])[C:4]([NH2:10])=[CH:5][C:6]([NH2:9])=[CH:7][CH:8]=1.[OH:12][C:13]1[CH:14]=[C:15]([C:19]([C:21]([C:23]2[CH:28]=[CH:27][CH:26]=[C:25]([OH:29])[CH:24]=2)=O)=O)[CH:16]=[CH:17][CH:18]=1, predict the reaction product. The product is: [ClH:1].[ClH:1].[OH:12][C:13]1[CH:14]=[C:15]([C:19]2[C:21]([C:23]3[CH:28]=[CH:27][CH:26]=[C:25]([OH:29])[CH:24]=3)=[N:10][C:4]3[C:3](=[CH:8][CH:7]=[C:6]([NH2:9])[CH:5]=3)[N:11]=2)[CH:16]=[CH:17][CH:18]=1.